This data is from Reaction yield outcomes from USPTO patents with 853,638 reactions. The task is: Predict the reaction yield, written as a fraction of the theoretical maximum amount of product (1.0 means a 100% yield; for example, 0.34 means a 34% yield). (1) The reactants are [Br:1][C:2]1[C:11]([OH:12])=[CH:10][CH:9]=[C:8]2[C:3]=1[CH:4]=[CH:5][C:6]([CH2:13][N:14]([CH3:31])[C:15]([C:17]1[C:25]3[C:20](=[CH:21][CH:22]=[CH:23][CH:24]=3)[N:19]([CH3:26])[C:18]=1[CH2:27][CH2:28][CH2:29][CH3:30])=[O:16])=[CH:7]2.Br[CH2:33][C:34]#[N:35].C(=O)([O-])[O-].[K+].[K+]. The catalyst is CN(C=O)C. The product is [Br:1][C:2]1[C:11]([O:12][CH2:33][C:34]#[N:35])=[CH:10][CH:9]=[C:8]2[C:3]=1[CH:4]=[CH:5][C:6]([CH2:13][N:14]([CH3:31])[C:15]([C:17]1[C:25]3[C:20](=[CH:21][CH:22]=[CH:23][CH:24]=3)[N:19]([CH3:26])[C:18]=1[CH2:27][CH2:28][CH2:29][CH3:30])=[O:16])=[CH:7]2. The yield is 0.880. (2) The reactants are [CH2:1]([O:8][C:9]1[CH:14]=[CH:13][C:12]([CH2:15][C@@H:16]([OH:27])[C:17]([O:19][CH2:20][C:21]2[CH:26]=[CH:25][CH:24]=[CH:23][CH:22]=2)=[O:18])=[CH:11][CH:10]=1)[C:2]1[CH:7]=[CH:6][CH:5]=[CH:4][CH:3]=1.N1C(C)=CC=CC=1C.FC(F)(F)S(OS(C(F)(F)F)(=O)=O)(=O)=O.C(OC(NNC)=O)(C)(C)C. The catalyst is ClCCl.C(OCC)(=O)C. The product is [CH2:1]([O:8][C:9]1[CH:14]=[CH:13][C:12]([CH2:15][C@H:16]([OH:27])[C:17]([O:19][CH2:20][C:21]2[CH:22]=[CH:23][CH:24]=[CH:25][CH:26]=2)=[O:18])=[CH:11][CH:10]=1)[C:2]1[CH:7]=[CH:6][CH:5]=[CH:4][CH:3]=1. The yield is 0.173. (3) The reactants are Br[C:2]1[CH:3]=[C:4]([O:9][CH:10]([F:12])[F:11])[C:5]([NH2:8])=[N:6][CH:7]=1.[CH3:13][C:14]1([CH3:30])[C:18]([CH3:20])([CH3:19])[O:17][B:16]([B:16]2[O:17][C:18]([CH3:20])([CH3:19])[C:14]([CH3:30])([CH3:13])[O:15]2)[O:15]1.C1(P(C2CCCCC2)C2CCCCC2)CCCCC1.C([O-])(=O)C.[K+]. The yield is 0.340. The product is [F:11][CH:10]([F:12])[O:9][C:4]1[C:5]([NH2:8])=[N:6][CH:7]=[C:2]([B:16]2[O:17][C:18]([CH3:20])([CH3:19])[C:14]([CH3:30])([CH3:13])[O:15]2)[CH:3]=1. The catalyst is O1CCOCC1.C1C=CC(/C=C/C(/C=C/C2C=CC=CC=2)=O)=CC=1.C1C=CC(/C=C/C(/C=C/C2C=CC=CC=2)=O)=CC=1.C1C=CC(/C=C/C(/C=C/C2C=CC=CC=2)=O)=CC=1.[Pd].[Pd]. (4) The product is [NH2:27][C:25]([C:13]1[CH:14]=[N:15][C:16]2[C:21]([C:12]=1[NH:11][C:4]1[CH:5]=[CH:6][CH:7]=[C:8]([CH2:9][OH:10])[C:3]=1[CH2:1][CH3:2])=[CH:20][C:19]([O:22][CH3:23])=[C:18]([O:24][CH:33]1[CH2:38][CH2:37][N:36]([C:39]([O:41][C:42]([CH3:45])([CH3:44])[CH3:43])=[O:40])[CH2:35][CH2:34]1)[CH:17]=2)=[O:26]. The reactants are [CH2:1]([C:3]1[C:8]([CH2:9][OH:10])=[CH:7][CH:6]=[CH:5][C:4]=1[NH:11][C:12]1[C:21]2[C:16](=[CH:17][C:18]([OH:24])=[C:19]([O:22][CH3:23])[CH:20]=2)[N:15]=[CH:14][C:13]=1[C:25]([NH2:27])=[O:26])[CH3:2].CS(O[CH:33]1[CH2:38][CH2:37][N:36]([C:39]([O:41][C:42]([CH3:45])([CH3:44])[CH3:43])=[O:40])[CH2:35][CH2:34]1)(=O)=O.C(=O)([O-])[O-].[Cs+].[Cs+]. The catalyst is CS(C)=O. The yield is 0.230. (5) The reactants are [O:1]([C:8]1[CH:9]=[C:10]([CH:14]=O)[CH:11]=[N:12][CH:13]=1)[C:2]1[CH:7]=[CH:6][CH:5]=[CH:4][CH:3]=1.[N+:16]([CH3:19])([O-:18])=[O:17].C([O-])(=O)C.[NH4+].[BH4-].[Na+].C(=O)([O-])O.[Na+]. The catalyst is CS(C)=O.O.C(O)(=O)C. The product is [N+:16]([CH2:19][CH2:14][C:10]1[CH:11]=[N:12][CH:13]=[C:8]([O:1][C:2]2[CH:7]=[CH:6][CH:5]=[CH:4][CH:3]=2)[CH:9]=1)([O-:18])=[O:17]. The yield is 0.280.